From a dataset of Experimentally validated miRNA-target interactions with 360,000+ pairs, plus equal number of negative samples. Binary Classification. Given a miRNA mature sequence and a target amino acid sequence, predict their likelihood of interaction. (1) The miRNA is cel-miR-1018 with sequence AGAGAGAUCAUUGGACUUACAG. The protein sequence of the target gene is MASESSPLLAYRLLGEEGAAFPPNGAGVSGVPSSRKLSTFLGVVVPTVLSMFSIVVFLRIGFVVGHAGLLQALAMLLVAYIILALTVLSVCAIATNGAVRGGGAYFMISRTLGPEVGGSIGLMFYLANVCGCAVSLLGLVESILDVFGADATGSSGIQVLPQGYGWNLLYGSLLLGLVGGVCTLGAGLYARASFLTFLLVSGSLASVLVSFVAVGPRNIPLAPRPGTNASSVPHRHGHFTGFNGSTLRDNLGAGYAEDYTTGAMMTFASVFAVLFNGCTGIMAGANMSGELKDPSRAIPL.... Result: 0 (no interaction). (2) The miRNA is hsa-miR-26b-5p with sequence UUCAAGUAAUUCAGGAUAGGU. The protein sequence of the target gene is MDMVENADSLQAQERKDILMKYDKGHRAGLPEDKGPEPVGINSSIDRFGILHETELPPVTAREAKKIRREMTRTSKWMEMLGEWETYKHSSKLIDRVYKGIPMNIRGPVWSVLLNIQEIKLKNPGRYQIMKERGKRSSEHIHHIDLDVRTTLRNHVFFRDRYGAKQRELFYILLAYSEYNPEVGYCRDLSHITALFLLYLPEEDAFWALVQLLASERHSLPGFHSPNGGTVQGLQDQQEHVVPKSQPKTMWHQDKEGLCGQCASLGCLLRNLIDGISLGLTLRLWDVYLVEGEQVLMPIT.... Result: 1 (interaction). (3) The miRNA is mmu-miR-455-5p with sequence UAUGUGCCUUUGGACUACAUCG. The protein sequence of the target gene is MGGQVSASNSFSRLHCRNANEDWMSALCPRLWDVPLHHLSIPGSHDTMTYCLNKKSPISHEESRLLQLLNKALPCITRPVVLKWSVTQALDVTEQLDAGVRYLDLRIAHMLEGSEKNLHFVHMVYTTALVEDTLTEISEWLERHPREVVILACRNFEGLSEDLHEYLVACIKNIFGDMLCPRGEVPTLRQLWSRGQQVIVSYEDESSLRRHHELWPGVPYWWGNRVKTEALIRYLETMKSCGRPGGLFVAGINLTENLQYVLAHPSESLEKMTLPNLPRLSAWVREQCPGPGSRCTNIIA.... Result: 0 (no interaction). (4) The miRNA is mmu-miR-7000-3p with sequence CACCCACCUGCCUGUCCUCCAG. The protein sequence of the target gene is MTIVDKASESSDPSAYQNQPGSSEAVSPGDMDAGSASWGAVSSLNDVSNHTLSLGPVPGAVVYSSSSVPDKSKPSPQKDQALGDGIAPPQKVLFPSEKICLKWQQTHRVGAGLQNLGNTCFANAALQCLTYTPPLANYMLSHEHSKTCHAEGFCMMCTMQAHITQALSNPGDVIKPMFVINEMRRIARHFRFGNQEDAHEFLQYTVDAMQKACLNGSNKLDRHTQATTLVCQIFGGYLRSRVKCLNCKGVSDTFDPYLDITLEIKAAQSVNKALEQFVKPEQLDGENSYKCSKCKKMVPA.... Result: 0 (no interaction).